This data is from Catalyst prediction with 721,799 reactions and 888 catalyst types from USPTO. The task is: Predict which catalyst facilitates the given reaction. (1) Reactant: C(O[C:4](=S)[S:5][C:6]1[CH:11]=[C:10]([C:12]([F:15])([F:14])[F:13])[CH:9]=[C:8]([Br:16])[CH:7]=1)C.[OH-].[K+].[CH2:20](Br)C.C([O-])([O-])=O.[K+].[K+]. Product: [Br:16][C:8]1[CH:9]=[C:10]([C:12]([F:15])([F:14])[F:13])[CH:11]=[C:6]([S:5][CH2:4][CH3:20])[CH:7]=1. The catalyst class is: 315. (2) Reactant: C([O:8][C:9]1[CH:10]=[C:11]([C:15]2[CH2:19][C:18]([CH2:28][C:29]([O:31][C:32]([CH3:35])([CH3:34])[CH3:33])=[O:30])([CH2:20][C:21]([O:23][C:24]([CH3:27])([CH3:26])[CH3:25])=[O:22])[O:17][N:16]=2)[CH:12]=[CH:13][CH:14]=1)C1C=CC=CC=1.C1COCC1. Product: [OH:8][C:9]1[CH:10]=[C:11]([C:15]2[CH2:19][C:18]([CH2:20][C:21]([O:23][C:24]([CH3:27])([CH3:26])[CH3:25])=[O:22])([CH2:28][C:29]([O:31][C:32]([CH3:35])([CH3:33])[CH3:34])=[O:30])[O:17][N:16]=2)[CH:12]=[CH:13][CH:14]=1. The catalyst class is: 5. (3) Reactant: [Br:1][C:2]1[CH:8]=[CH:7][CH:6]=[C:5]([Br:9])[C:3]=1[NH2:4].ClC(Cl)C.CO[CH:16]1[CH2:20][CH2:19][CH:18](OC)O1. Product: [Br:1][C:2]1[CH:8]=[CH:7][CH:6]=[C:5]([Br:9])[C:3]=1[N:4]1[CH:16]=[CH:20][CH:19]=[CH:18]1. The catalyst class is: 15. (4) The catalyst class is: 6. Product: [ClH:19].[CH2:1]=[C:2]([NH:4][C:5]1[N:6]=[C:7]([N:15]([CH3:18])[O:16][CH3:17])[C:8]2[CH:13]=[CH:12][N:11]([CH3:14])[C:9]=2[N:10]=1)[CH3:3]. Reactant: [CH2:1]=[C:2]([NH:4][C:5]1[N:6]=[C:7]([N:15]([CH3:18])[O:16][CH3:17])[C:8]2[CH:13]=[CH:12][N:11]([CH3:14])[C:9]=2[N:10]=1)[CH3:3].[ClH:19]. (5) Reactant: [F:1][C:2]1[CH:27]=[CH:26][CH:25]=[CH:24][C:3]=1[O:4][C:5]1[C:6]([O:13][C:14]2[CH:19]=[CH:18][C:17]([S:20]([CH3:23])(=[O:22])=[O:21])=[CH:16][CH:15]=2)=[CH:7][C:8]([I:12])=[C:9]([CH:11]=1)[NH2:10].Cl[C:29]([O:31][CH2:32][CH3:33])=[O:30]. Product: [CH2:32]([O:31][C:29](=[O:30])[NH:10][C:9]1[CH:11]=[C:5]([O:4][C:3]2[CH:24]=[CH:25][CH:26]=[CH:27][C:2]=2[F:1])[C:6]([O:13][C:14]2[CH:15]=[CH:16][C:17]([S:20]([CH3:23])(=[O:21])=[O:22])=[CH:18][CH:19]=2)=[CH:7][C:8]=1[I:12])[CH3:33]. The catalyst class is: 17. (6) Reactant: [CH:1]([C:4]1[CH2:8][C:7](=[O:9])[NH:6][N:5]=1)([CH3:3])[CH3:2].[Cl:10][C:11]1[C:20]2[C:15](=[CH:16][CH:17]=[CH:18][CH:19]=2)[N+:14]([O-])=[CH:13][CH:12]=1. Product: [Cl:10][C:11]1[C:20]2[C:15](=[CH:16][CH:17]=[CH:18][CH:19]=2)[NH:14]/[C:13](=[C:8]2/[C:4]([CH:1]([CH3:3])[CH3:2])=[N:5][NH:6][C:7]/2=[O:9])/[CH:12]=1. The catalyst class is: 152. (7) The catalyst class is: 3. Product: [Br:25][C:26]1[C:34]2[C:29](=[CH:30][CH:31]=[C:32]([C:35]([NH:57][C@@H:58]3[CH2:63][CH2:62][CH2:61][N:60]([C:64]([O:66][CH2:67][C:68]4[CH:73]=[CH:72][CH:71]=[CH:70][CH:69]=4)=[O:65])[CH2:59]3)=[O:36])[CH:33]=2)[N:28]([C:38]([C:45]2[CH:46]=[CH:47][CH:48]=[CH:49][CH:50]=2)([C:51]2[CH:52]=[CH:53][CH:54]=[CH:55][CH:56]=2)[C:39]2[CH:44]=[CH:43][CH:42]=[CH:41][CH:40]=2)[N:27]=1. Reactant: F[P-](F)(F)(F)(F)F.N1(OC(N(C)C)=[N+](C)C)C2N=CC=CC=2N=N1.[Br:25][C:26]1[C:34]2[C:29](=[CH:30][CH:31]=[C:32]([C:35](O)=[O:36])[CH:33]=2)[N:28]([C:38]([C:51]2[CH:56]=[CH:55][CH:54]=[CH:53][CH:52]=2)([C:45]2[CH:50]=[CH:49][CH:48]=[CH:47][CH:46]=2)[C:39]2[CH:44]=[CH:43][CH:42]=[CH:41][CH:40]=2)[N:27]=1.[NH2:57][C@@H:58]1[CH2:63][CH2:62][CH2:61][N:60]([C:64]([O:66][CH2:67][C:68]2[CH:73]=[CH:72][CH:71]=[CH:70][CH:69]=2)=[O:65])[CH2:59]1.C(N(C(C)C)CC)(C)C.